Dataset: Forward reaction prediction with 1.9M reactions from USPTO patents (1976-2016). Task: Predict the product of the given reaction. (1) Given the reactants Cl.[O:2]1[CH2:6][CH2:5][CH2:4][CH:3]1[C:7]([N:9]1[CH2:14][CH2:13][N:12]([CH2:15][C:16]([OH:18])=O)[CH2:11][CH2:10]1)=[O:8].[NH2:19][C@@H:20]([CH2:38][O:39][CH2:40][C:41]1[CH:46]=[CH:45][CH:44]=[CH:43][CH:42]=1)[C:21]([NH:23][C:24]1[CH:29]=[CH:28][C:27]([O:30][C:31]2[CH:36]=[CH:35][C:34]([F:37])=[CH:33][CH:32]=2)=[CH:26][CH:25]=1)=[O:22], predict the reaction product. The product is: [CH2:40]([O:39][CH2:38][C@H:20]([NH:19][C:16](=[O:18])[CH2:15][N:12]1[CH2:11][CH2:10][N:9]([C:7]([CH:3]2[CH2:4][CH2:5][CH2:6][O:2]2)=[O:8])[CH2:14][CH2:13]1)[C:21]([NH:23][C:24]1[CH:29]=[CH:28][C:27]([O:30][C:31]2[CH:36]=[CH:35][C:34]([F:37])=[CH:33][CH:32]=2)=[CH:26][CH:25]=1)=[O:22])[C:41]1[CH:46]=[CH:45][CH:44]=[CH:43][CH:42]=1. (2) Given the reactants [OH:1][C:2]1[CH:3]=[C:4]2[C:8](=[CH:9][CH:10]=1)[NH:7][C:6](=[O:11])[C:5]12[CH2:16][CH2:15][CH2:14][CH2:13][CH2:12]1.C(=O)([O-])[O-].[K+].[K+].[CH2:23](Cl)[C:24]1[CH:29]=[CH:28][CH:27]=[CH:26][CH:25]=1.[Cl-].[Na+], predict the reaction product. The product is: [CH2:23]([O:1][C:2]1[CH:3]=[C:4]2[C:8](=[CH:9][CH:10]=1)[NH:7][C:6](=[O:11])[C:5]12[CH2:16][CH2:15][CH2:14][CH2:13][CH2:12]1)[C:24]1[CH:29]=[CH:28][CH:27]=[CH:26][CH:25]=1.